This data is from Reaction yield outcomes from USPTO patents with 853,638 reactions. The task is: Predict the reaction yield, written as a fraction of the theoretical maximum amount of product (1.0 means a 100% yield; for example, 0.34 means a 34% yield). (1) The reactants are [CH3:1][C:2]1[CH:3]=[C:4]([OH:9])[C:5](=[CH:7][CH:8]=1)[OH:6].[C:10](=O)([O-])[O-].[Cs+].[Cs+].ClCCl. The catalyst is CN(C)C=O. The product is [CH3:1][C:2]1[CH:8]=[CH:7][C:5]2[O:6][CH2:10][O:9][C:4]=2[CH:3]=1. The yield is 0.300. (2) The reactants are [CH3:1][O:2][C:3]1[CH:8]=[CH:7][C:6]([CH2:9][C:10]#[N:11])=[CH:5][CH:4]=1.Br[CH2:13][CH2:14][CH2:15]Br.[H-].[Na+].CC(O)C. The catalyst is CCOCC.CS(C)=O.O. The product is [CH3:1][O:2][C:3]1[CH:8]=[CH:7][C:6]([C:9]2([C:10]#[N:11])[CH2:15][CH2:14][CH2:13]2)=[CH:5][CH:4]=1. The yield is 0.620. (3) The reactants are [CH:1]1[C:13]2[CH:12]([CH2:14][O:15][C:16](=[O:33])[NH:17][CH2:18][C:19]3[CH:24]=[CH:23][CH:22]=[CH:21][C:20]=3[C:25]3[CH:30]=[CH:29][C:28](C=O)=[CH:27][CH:26]=3)[C:11]3[C:6](=[CH:7][CH:8]=[CH:9][CH:10]=3)[C:5]=2[CH:4]=[CH:3][CH:2]=1.O.C1(C)C=CC(S(O)(=O)=O)=CC=1.[CH:46]([O:51][CH3:52])([O:49][CH3:50])OC. The catalyst is CO. The product is [CH:10]1[C:11]2[CH:12]([CH2:14][O:15][C:16](=[O:33])[NH:17][CH2:18][C:19]3[CH:24]=[CH:23][CH:22]=[CH:21][C:20]=3[C:25]3[CH:26]=[CH:27][C:28]([CH:46]([O:49][CH3:50])[O:51][CH3:52])=[CH:29][CH:30]=3)[C:13]3[C:5](=[CH:4][CH:3]=[CH:2][CH:1]=3)[C:6]=2[CH:7]=[CH:8][CH:9]=1. The yield is 0.930. (4) The reactants are [NH2:1][C:2]1[N:7]=[C:6]([N:8]2[C:12]3[CH:13]=[C:14](Br)[CH:15]=[CH:16][C:11]=3[N:10]=[C:9]2[O:18][CH2:19][CH2:20][OH:21])[CH:5]=[CH:4][N:3]=1.[CH3:22][C:23]1[O:27][N:26]=[C:25]([C:28]([OH:32])([C:30]#[CH:31])[CH3:29])[CH:24]=1.C(N(CC)CC)C. The catalyst is CS(C)=O.Cl[Pd](Cl)([P](C1C=CC=CC=1)(C1C=CC=CC=1)C1C=CC=CC=1)[P](C1C=CC=CC=1)(C1C=CC=CC=1)C1C=CC=CC=1. The product is [NH2:1][C:2]1[N:7]=[C:6]([N:8]2[C:12]3[CH:13]=[C:14]([C:31]#[C:30][C:28]([C:25]4[CH:24]=[C:23]([CH3:22])[O:27][N:26]=4)([OH:32])[CH3:29])[CH:15]=[CH:16][C:11]=3[N:10]=[C:9]2[O:18][CH2:19][CH2:20][OH:21])[CH:5]=[CH:4][N:3]=1. The yield is 0.280. (5) The reactants are [CH2:1]1[CH2:6][C@H:5]([C:7]([OH:9])=[O:8])[CH2:4][CH2:3][C@H:2]1[CH2:10][NH2:11].[CH3:12][CH:13]([CH3:35])[C:14]([O:16][CH2:17][C:18]1(OC(ON2C(=O)CCC2=O)=O)[CH2:23][CH2:22][CH2:21][CH2:20][CH2:19]1)=[O:15].CC([O:40][CH3:41])(C)C.CC(C)=[O:44].O. No catalyst specified. The product is [CH3:35][CH:13]([CH3:12])[C:14]([O:16][CH:17]([CH:18]1[CH2:19][CH2:20][CH2:21][CH2:22][CH2:23]1)[O:44][C:41]([NH:11][CH2:10][C@H:2]1[CH2:3][CH2:4][C@H:5]([C:7]([OH:9])=[O:8])[CH2:6][CH2:1]1)=[O:40])=[O:15]. The yield is 0.430. (6) The reactants are I[C:2]1[CH:7]=[CH:6][CH:5]=[CH:4][C:3]=1[N+:8]([O-:10])=[O:9].C1([Mg]Cl)C=CC=CC=1.[CH:19](=[O:23])[CH:20]([CH3:22])[CH3:21]. The catalyst is C1COCC1. The product is [N+:8]([C:3]1[CH:4]=[CH:5][CH:6]=[CH:7][C:2]=1[CH:19]([OH:23])[CH:20]([CH3:22])[CH3:21])([O-:10])=[O:9]. The yield is 0.990.